This data is from Peptide-MHC class II binding affinity with 134,281 pairs from IEDB. The task is: Regression. Given a peptide amino acid sequence and an MHC pseudo amino acid sequence, predict their binding affinity value. This is MHC class II binding data. (1) The peptide sequence is KEPLKECGGILQAYD. The MHC is HLA-DPA10201-DPB10101 with pseudo-sequence HLA-DPA10201-DPB10101. The binding affinity (normalized) is 0.479. (2) The peptide sequence is ADEEQQQALSSQMGF. The MHC is HLA-DPA10201-DPB10501 with pseudo-sequence HLA-DPA10201-DPB10501. The binding affinity (normalized) is 0. (3) The binding affinity (normalized) is 0. The MHC is DRB1_0301 with pseudo-sequence DRB1_0301. The peptide sequence is RGKMDVSGVQAPVGA. (4) The peptide sequence is GELQIVDKIDAAFAI. The MHC is DRB4_0101 with pseudo-sequence DRB4_0103. The binding affinity (normalized) is 0.817. (5) The peptide sequence is LKKFFSKSLRDTEDV. The MHC is DRB1_0101 with pseudo-sequence DRB1_0101. The binding affinity (normalized) is 0.399. (6) The peptide sequence is RAKDPPAGTRKIMKV. The MHC is DRB3_0301 with pseudo-sequence DRB3_0301. The binding affinity (normalized) is 0.317.